Dataset: Cav3 T-type calcium channel HTS with 100,875 compounds. Task: Binary Classification. Given a drug SMILES string, predict its activity (active/inactive) in a high-throughput screening assay against a specified biological target. (1) The molecule is O=C1N(C2CCCCC2)C(=O)c2c1cc(cc2)C(=O)NNC(=O)c1cccnc1. The result is 0 (inactive). (2) The molecule is FC(F)(F)c1c2c(nc(C(c3ccccc3)C#N)cc2)nc(c1)C(F)(F)F. The result is 0 (inactive). (3) The result is 0 (inactive). The drug is O=C(NC1CCCC1)C(N(c1cc(OC)cc(OC)c1)C(=O)c1occc1)c1ccc(N(C)C)cc1. (4) The result is 0 (inactive). The compound is o1c(NCCN2CCCCC2)c(nc1c1ccc(cc1)C)C#N. (5) The compound is S(c1n(CC(O)COc2c(cccc2)C)c2c(n(c(=O)[nH]c2=O)C)n1)C(CC)C. The result is 0 (inactive). (6) The drug is S(C=1NC2=C(C(C1C#N)c1cc3OCOc3cc1)C(=O)CCC2)CC(=O)Nc1c(cc(cc1)C)C. The result is 0 (inactive). (7) The molecule is S(=O)(=O)(N1CCc2c(C1)cccc2)c1c(n(c(=O)n(c1=O)C)C)C. The result is 0 (inactive).